Task: Predict the reactants needed to synthesize the given product.. Dataset: Full USPTO retrosynthesis dataset with 1.9M reactions from patents (1976-2016) Given the product [C:20]1([C:9]2[N:7]=[CH:8][N:33]([CH:34]3[CH2:35][CH2:36][N:37]([C:40]([O:42][C:43]([CH3:46])([CH3:45])[CH3:44])=[O:41])[CH2:38][CH2:39]3)[C:32]=2[C:29]2[CH:30]=[CH:31][N:26]=[CH:27][N:28]=2)[CH:21]=[CH:22][CH:23]=[CH:24][CH:25]=1, predict the reactants needed to synthesize it. The reactants are: C(=O)([O-])[O-].[K+].[K+].[N+:7]([CH:9]([C:20]1[CH:25]=[CH:24][CH:23]=[CH:22][CH:21]=1)S(C1C=CC(C)=CC=1)(=O)=O)#[C-:8].[N:26]1[CH:31]=[CH:30][C:29](/[CH:32]=[N:33]/[CH:34]2[CH2:39][CH2:38][N:37]([C:40]([O:42][C:43]([CH3:46])([CH3:45])[CH3:44])=[O:41])[CH2:36][CH2:35]2)=[N:28][CH:27]=1.